This data is from Reaction yield outcomes from USPTO patents with 853,638 reactions. The task is: Predict the reaction yield, written as a fraction of the theoretical maximum amount of product (1.0 means a 100% yield; for example, 0.34 means a 34% yield). (1) The reactants are Br[C:2]1[CH:7]=[CH:6][C:5]([C:8]2[C:9]3[C:14]([C:15]4[CH:16]=[CH:17][CH:18]=[CH:19][C:20]=4[CH:21]=2)=[CH:13][CH:12]=[CH:11][CH:10]=3)=[CH:4][CH:3]=1.C([Li])CCC.[B:27](OC(C)C)([O:32]C(C)C)[O:28]C(C)C.Cl. The catalyst is CCCCCC.C1(C)C=CC=CC=1.C1COCC1. The product is [CH:19]1[C:20]2[CH:21]=[C:8]([C:5]3[CH:6]=[CH:7][C:2]([B:27]([OH:32])[OH:28])=[CH:3][CH:4]=3)[C:9]3[C:14](=[CH:13][CH:12]=[CH:11][CH:10]=3)[C:15]=2[CH:16]=[CH:17][CH:18]=1. The yield is 0.720. (2) The reactants are C(OC([N:8]([C:22]1[N:23]=[C:24]2[CH:29]=[CH:28][CH:27]=[CH:26][N:25]2[C:30]=1[CH:31]([CH3:33])[CH3:32])[S:9]([C:12]1[CH:21]=[CH:20][C:15]([C:16]([O:18][CH3:19])=[O:17])=[CH:14][CH:13]=1)(=[O:11])=[O:10])=O)(C)(C)C.[ClH:34]. The product is [ClH:34].[CH:31]([C:30]1[N:25]2[CH:26]=[CH:27][CH:28]=[CH:29][C:24]2=[N:23][C:22]=1[NH:8][S:9]([C:12]1[CH:13]=[CH:14][C:15]([C:16]([O:18][CH3:19])=[O:17])=[CH:20][CH:21]=1)(=[O:10])=[O:11])([CH3:33])[CH3:32]. The catalyst is O1CCOCC1. The yield is 0.980. (3) The reactants are Cl.[NH2:2][CH2:3][CH2:4][O:5][C:6]1[CH:11]=[CH:10][C:9]([NH:12][C:13](=[O:22])[C:14]2[CH:19]=[CH:18][CH:17]=[C:16]([O:20][CH3:21])[CH:15]=2)=[CH:8][C:7]=1[C:23]1[N:27]([CH3:28])[N:26]=[CH:25][CH:24]=1.C(N(CC)CC)C.[C:36](Cl)(=[O:38])[CH3:37]. The catalyst is ClCCl. The product is [C:36]([NH:2][CH2:3][CH2:4][O:5][C:6]1[CH:11]=[CH:10][C:9]([NH:12][C:13](=[O:22])[C:14]2[CH:19]=[CH:18][CH:17]=[C:16]([O:20][CH3:21])[CH:15]=2)=[CH:8][C:7]=1[C:23]1[N:27]([CH3:28])[N:26]=[CH:25][CH:24]=1)(=[O:38])[CH3:37]. The yield is 0.543. (4) The reactants are [NH:1]1[C:9]2[C:4](=[CH:5][CH:6]=[CH:7][CH:8]=2)[CH2:3][C:2]1=[O:10].[I:11]N1C(=O)CCC1=O. The catalyst is C(O)(=O)C. The product is [I:11][C:6]1[CH:5]=[C:4]2[C:9](=[CH:8][CH:7]=1)[NH:1][C:2](=[O:10])[CH2:3]2. The yield is 0.360. (5) The yield is 0.660. The catalyst is C(Cl)(Cl)Cl. The product is [CH2:17]([O:16][C:14]([C:13]1[C:12]([C:6]2[CH:5]=[CH:4][CH:3]=[CH:19][N:2]=2)=[N:10][O:31][CH:30]=1)=[O:15])[CH3:18]. The reactants are Cl[N:2]1[C:6](=O)[CH2:5][CH2:4][C:3]1=O.C[N:10]([CH:12]=[CH:13][C:14]([O:16][CH2:17][CH3:18])=[O:15])C.[CH2:19](N(CC)CC)C.Cl.CN([CH:30]=[O:31])C.